This data is from NCI-60 drug combinations with 297,098 pairs across 59 cell lines. The task is: Regression. Given two drug SMILES strings and cell line genomic features, predict the synergy score measuring deviation from expected non-interaction effect. (1) Drug 1: CS(=O)(=O)OCCCCOS(=O)(=O)C. Drug 2: COC1=C2C(=CC3=C1OC=C3)C=CC(=O)O2. Cell line: A498. Synergy scores: CSS=7.45, Synergy_ZIP=-1.12, Synergy_Bliss=2.82, Synergy_Loewe=1.78, Synergy_HSA=3.01. (2) Drug 1: CC(C1=C(C=CC(=C1Cl)F)Cl)OC2=C(N=CC(=C2)C3=CN(N=C3)C4CCNCC4)N. Drug 2: C1CC(=O)NC(=O)C1N2CC3=C(C2=O)C=CC=C3N. Cell line: MDA-MB-435. Synergy scores: CSS=23.5, Synergy_ZIP=-0.684, Synergy_Bliss=7.07, Synergy_Loewe=4.73, Synergy_HSA=4.20. (3) Drug 1: C1=CC(=CC=C1CCC2=CNC3=C2C(=O)NC(=N3)N)C(=O)NC(CCC(=O)O)C(=O)O. Drug 2: COC1=C2C(=CC3=C1OC=C3)C=CC(=O)O2. Cell line: RXF 393. Synergy scores: CSS=18.9, Synergy_ZIP=5.82, Synergy_Bliss=9.34, Synergy_Loewe=-0.692, Synergy_HSA=7.00. (4) Drug 1: CC1=CC2C(CCC3(C2CCC3(C(=O)C)OC(=O)C)C)C4(C1=CC(=O)CC4)C. Drug 2: CN(C)N=NC1=C(NC=N1)C(=O)N. Cell line: RPMI-8226. Synergy scores: CSS=20.7, Synergy_ZIP=-0.999, Synergy_Bliss=6.68, Synergy_Loewe=4.71, Synergy_HSA=5.12.